This data is from Forward reaction prediction with 1.9M reactions from USPTO patents (1976-2016). The task is: Predict the product of the given reaction. (1) The product is: [S:19]([CH2:20][CH2:21][N:22]1[C:31](=[O:32])[C:30]2[CH:33]=[CH:34][C:35]([NH:44][CH2:43][CH2:42][CH2:41][N:40]([CH3:45])[CH3:39])=[C:28]3[C:29]=2[C:24](=[CH:25][CH:26]=[CH:27]3)[C:23]1=[O:37])[S:18][CH2:17][CH2:16][N:7]1[C:6](=[O:38])[C:5]2[CH:4]=[CH:3][C:2]([NH:44][CH2:43][CH2:42][CH2:41][N:40]([CH3:45])[CH3:39])=[C:13]3[C:14]=2[C:9](=[CH:10][CH:11]=[CH:12]3)[C:8]1=[O:15]. Given the reactants Cl[C:2]1[CH:3]=[CH:4][C:5]2[C:6](=[O:38])[N:7]([CH2:16][CH2:17][S:18][S:19][CH2:20][CH2:21][N:22]3[C:31](=[O:32])[C:30]4[CH:33]=[CH:34][C:35](Cl)=[C:28]5[C:29]=4[C:24](=[CH:25][CH:26]=[CH:27]5)[C:23]3=[O:37])[C:8](=[O:15])[C:9]3[C:14]=2[C:13]=1[CH:12]=[CH:11][CH:10]=3.[CH3:39][N:40]([CH3:45])[CH2:41][CH2:42][CH2:43][NH2:44], predict the reaction product. (2) Given the reactants [CH2:1]([NH:3][CH2:4][CH2:5][NH2:6])[CH3:2].C(N(CC)CC)C.[N+:14]([C:17]1[CH:25]=[CH:24][C:20]([C:21](Cl)=[O:22])=[CH:19][CH:18]=1)([O-:16])=[O:15], predict the reaction product. The product is: [CH2:1]([NH:3][CH2:4][CH2:5][NH:6][C:21](=[O:22])[C:20]1[CH:19]=[CH:18][C:17]([N+:14]([O-:16])=[O:15])=[CH:25][CH:24]=1)[CH3:2]. (3) Given the reactants B(Br)(Br)Br.C[O:6][C:7]1[CH:12]=[CH:11][CH:10]=[C:9]([NH:13][C:14]2[CH:19]=[CH:18][CH:17]=[C:16]([C:20]3[CH:25]=[CH:24][CH:23]=[CH:22][C:21]=3[CH3:26])[CH:15]=2)[CH:8]=1, predict the reaction product. The product is: [OH:6][C:7]1[CH:12]=[CH:11][CH:10]=[C:9]([NH:13][C:14]2[CH:19]=[CH:18][CH:17]=[C:16]([C:20]3[CH:25]=[CH:24][CH:23]=[CH:22][C:21]=3[CH3:26])[CH:15]=2)[CH:8]=1. (4) Given the reactants [CH:1]1([C:4]2[N:8]([CH2:9][C:10]3[C:15]([F:16])=[CH:14][C:13]([CH:17]4[CH2:19][CH2:18]4)=[CH:12][C:11]=3[F:20])[N:7]=[C:6]([C:21]3[N:26]=[C:25]([NH2:27])[C:24]([O:28][CH3:29])=[CH:23][N:22]=3)[C:5]=2[CH3:30])[CH2:3][CH2:2]1.Cl.F[C:33]1[CH:38]=[CH:37][N:36]=[CH:35][CH:34]=1.[H-].[Na+], predict the reaction product. The product is: [CH:1]1([C:4]2[N:8]([CH2:9][C:10]3[C:15]([F:16])=[CH:14][C:13]([CH:17]4[CH2:19][CH2:18]4)=[CH:12][C:11]=3[F:20])[N:7]=[C:6]([C:21]3[N:26]=[C:25]([NH:27][C:33]4[CH:38]=[CH:37][N:36]=[CH:35][CH:34]=4)[C:24]([O:28][CH3:29])=[CH:23][N:22]=3)[C:5]=2[CH3:30])[CH2:2][CH2:3]1. (5) The product is: [NH2:1][C:2]1[C:3]([CH:12]=[O:13])=[C:4]([C:8]([F:11])([F:9])[F:10])[N:5]=[CH:6][CH:7]=1. Given the reactants [NH2:1][C:2]1[CH:7]=[CH:6][N:5]=[C:4]([C:8]([F:11])([F:10])[F:9])[C:3]=1[CH2:12][OH:13], predict the reaction product. (6) Given the reactants [CH3:1][N:2]([CH3:6])[CH2:3][CH2:4][OH:5].[OH-].[K+].F[C:10]1[CH:15]=[CH:14][C:13]([N+:16]([O-:18])=[O:17])=[C:12]([O:19][CH3:20])[CH:11]=1, predict the reaction product. The product is: [CH3:20][O:19][C:12]1[CH:11]=[C:10]([CH:15]=[CH:14][C:13]=1[N+:16]([O-:18])=[O:17])[O:5][CH2:4][CH2:3][N:2]([CH3:6])[CH3:1]. (7) Given the reactants Br[CH2:2][C:3]1[N:7]([CH3:8])[N:6]([C:9]2[CH:14]=[CH:13][CH:12]=[CH:11][CH:10]=2)[C:5](=[O:15])[C:4]=1[Cl:16].[Cl:17][C:18]1[C:19]([N:28]2[CH2:33][CH2:32][NH:31][CH2:30][CH2:29]2)=[N:20][CH:21]=[C:22]([C:24]([F:27])([F:26])[F:25])[CH:23]=1, predict the reaction product. The product is: [Cl:16][C:4]1[C:5](=[O:15])[N:6]([C:9]2[CH:14]=[CH:13][CH:12]=[CH:11][CH:10]=2)[N:7]([CH3:8])[C:3]=1[CH2:2][N:31]1[CH2:32][CH2:33][N:28]([C:19]2[C:18]([Cl:17])=[CH:23][C:22]([C:24]([F:27])([F:26])[F:25])=[CH:21][N:20]=2)[CH2:29][CH2:30]1. (8) Given the reactants [OH-].[Na+].[CH2:3]([CH2:5][NH2:6])[OH:4].[C:7](O[C:7]([O:9][C:10]([CH3:13])([CH3:12])[CH3:11])=[O:8])([O:9][C:10]([CH3:13])([CH3:12])[CH3:11])=[O:8], predict the reaction product. The product is: [OH:4][CH2:3][CH2:5][NH:6][C:7](=[O:8])[O:9][C:10]([CH3:13])([CH3:12])[CH3:11].